This data is from Peptide-MHC class II binding affinity with 134,281 pairs from IEDB. The task is: Regression. Given a peptide amino acid sequence and an MHC pseudo amino acid sequence, predict their binding affinity value. This is MHC class II binding data. (1) The MHC is DRB3_0101 with pseudo-sequence DRB3_0101. The binding affinity (normalized) is 0.486. The peptide sequence is QKKPDFILATDIAEM. (2) The peptide sequence is AGWDTVLQSITTILA. The MHC is HLA-DQA10401-DQB10402 with pseudo-sequence HLA-DQA10401-DQB10402. The binding affinity (normalized) is 0.0981.